From a dataset of Forward reaction prediction with 1.9M reactions from USPTO patents (1976-2016). Predict the product of the given reaction. Given the reactants Cl.[N:2]1[CH:7]=[CH:6][C:5]([N:8]2[CH2:29][CH2:28][C:11]3([CH2:16][CH2:15][N:14]([C:17]([C:19]4[S:27][C:26]5[CH2:25][CH2:24][NH:23][CH2:22][C:21]=5[CH:20]=4)=[O:18])[CH2:13][CH2:12]3)[CH2:10][CH2:9]2)=[CH:4][CH:3]=1.C(N(CC)CC)C.[Cl:37][C:38]1[CH:46]=[CH:45][CH:44]=[CH:43][C:39]=1[C:40](Cl)=[O:41], predict the reaction product. The product is: [Cl:37][C:38]1[CH:46]=[CH:45][CH:44]=[CH:43][C:39]=1[C:40]([N:23]1[CH2:24][CH2:25][C:26]2[S:27][C:19]([C:17]([N:14]3[CH2:15][CH2:16][C:11]4([CH2:28][CH2:29][N:8]([C:5]5[CH:6]=[CH:7][N:2]=[CH:3][CH:4]=5)[CH2:9][CH2:10]4)[CH2:12][CH2:13]3)=[O:18])=[CH:20][C:21]=2[CH2:22]1)=[O:41].